From a dataset of Reaction yield outcomes from USPTO patents with 853,638 reactions. Predict the reaction yield, written as a fraction of the theoretical maximum amount of product (1.0 means a 100% yield; for example, 0.34 means a 34% yield). (1) The reactants are Cl[C:2](=[C:6]([C:9]#[N:10])[C:7]#[N:8])[CH:3]([F:5])[F:4].Cl.[C:12]1([NH:18][NH2:19])[CH:17]=[CH:16][CH:15]=[CH:14][CH:13]=1. The catalyst is C(O)C. The product is [NH2:8][C:7]1[N:18]([C:12]2[CH:17]=[CH:16][CH:15]=[CH:14][CH:13]=2)[N:19]=[C:2]([CH:3]([F:5])[F:4])[C:6]=1[C:9]#[N:10]. The yield is 0.0750. (2) The reactants are [Cl:1][CH2:2][C:3]1[NH:12][C:11](=O)[C:10]2[C:5](=[CH:6][CH:7]=[CH:8][CH:9]=2)[N:4]=1.COC(=O)[C:17]1[CH:22]=[CH:21][CH:20]=[CH:19][C:18]=1[NH2:23].Cl[CH2:26]C#N.Cl.[O:30]1CCOC[CH2:31]1. No catalyst specified. The product is [Cl:1][CH2:2][C:3]1[N:12]=[C:11]([N:23]([C:18]2[CH:17]=[CH:22][C:21]([O:30][CH3:31])=[CH:20][CH:19]=2)[CH3:26])[C:10]2[C:5](=[CH:6][CH:7]=[CH:8][CH:9]=2)[N:4]=1. The yield is 0.796. (3) The reactants are N(C(OCC)=O)=NC(OCC)=O.[Cl:13][C:14]1[CH:33]=[CH:32][C:17]([NH:18][C:19]2[C:28]3[C:23](=[CH:24][C:25]([OH:31])=[C:26]([O:29][CH3:30])[CH:27]=3)[N:22]=[CH:21][N:20]=2)=[C:16]([F:34])[CH:15]=1.C1(P(C2C=CC=CC=2)C2C=CC=CC=2)C=CC=CC=1.O[CH2:55][CH2:56][CH2:57][N:58]1[CH2:62][CH2:61][CH2:60][C:59]1=[O:63]. The catalyst is C(Cl)Cl. The product is [ClH:13].[Cl:13][C:14]1[CH:33]=[CH:32][C:17]([NH:18][C:19]2[C:28]3[C:23](=[CH:24][C:25]([O:31][CH2:55][CH2:56][CH2:57][N:58]4[CH2:62][CH2:61][CH2:60][C:59]4=[O:63])=[C:26]([O:29][CH3:30])[CH:27]=3)[N:22]=[CH:21][N:20]=2)=[C:16]([F:34])[CH:15]=1. The yield is 0.700. (4) The reactants are Br[C:2]1[C:3]2[C:8]([C:9](Br)=[C:10]3[C:15]=1[CH:14]=[C:13]([O:16][CH2:17][CH:18]([CH2:23][CH3:24])[CH2:19][CH2:20][CH2:21][CH3:22])[CH:12]=[CH:11]3)=[CH:7][C:6]([O:26][CH2:27][CH:28]([CH2:33][CH3:34])[CH2:29][CH2:30][CH2:31][CH3:32])=[CH:5][CH:4]=2.[C:35]1([CH3:41])[CH:40]=[CH:39][CH:38]=[CH:37][CH:36]=1.[H-].[CH2:48]([Al+][CH2:48][CH:49]([CH3:51])[CH3:50])[CH:49]([CH3:51])[CH3:50]. The catalyst is Cl[Pd](Cl)([P](C1C=CC=CC=1)(C1C=CC=CC=1)C1C=CC=CC=1)[P](C1C=CC=CC=1)(C1C=CC=CC=1)C1C=CC=CC=1.C1COCC1. The product is [C:35]1([C:41]([C:4]2[CH:3]=[CH:8][CH:7]=[CH:6][CH:5]=2)=[CH:48][C:49]2[CH:51]=[CH:27][C:28]([C:2]3[C:3]4[C:8]([C:9]([C:18]5[CH:17]=[CH:50][C:49]([CH:51]=[C:51]([C:49]6[CH:48]=[CH:20][CH:21]=[CH:22][CH:50]=6)[C:10]6[CH:15]=[CH:14][CH:13]=[CH:12][CH:11]=6)=[CH:48][CH:19]=5)=[C:10]5[C:11]=3[CH:12]=[C:13]([O:16][CH2:17][CH:18]([CH2:23][CH3:24])[CH2:19][CH2:20][CH2:21][CH3:22])[CH:14]=[CH:15]5)=[CH:7][C:6]([O:26][CH2:27][CH:28]([CH2:33][CH3:34])[CH2:29][CH2:30][CH2:31][CH3:32])=[CH:5][CH:4]=4)=[CH:29][CH:50]=2)[CH:40]=[CH:39][CH:38]=[CH:37][CH:36]=1. The yield is 0.600. (5) The reactants are [Br:1][C:2]1[CH:8]=[CH:7][C:5]([NH2:6])=[C:4]([N+:9]([O-:11])=[O:10])[CH:3]=1.[Cl:12][CH2:13][C:14](Cl)=[O:15]. No catalyst specified. The product is [Br:1][C:2]1[CH:8]=[CH:7][C:5]([NH:6][C:14](=[O:15])[CH2:13][Cl:12])=[C:4]([N+:9]([O-:11])=[O:10])[CH:3]=1. The yield is 0.960.